The task is: Predict which catalyst facilitates the given reaction.. This data is from Catalyst prediction with 721,799 reactions and 888 catalyst types from USPTO. (1) Reactant: [CH3:1][O:2][C:3]1[CH:9]=[CH:8][CH:7]=[CH:6][C:4]=1[NH2:5].N(OCCC(C)C)=O.N([Si](C)(C)C)=[N+:19]=[N-:20].[C:25]([O:30][CH2:31][CH3:32])(=[O:29])[C:26]#[C:27][CH3:28]. Product: [CH3:1][O:2][C:3]1[CH:9]=[CH:8][CH:7]=[CH:6][C:4]=1[N:5]1[C:27]([CH3:28])=[C:26]([C:25]([O:30][CH2:31][CH3:32])=[O:29])[N:19]=[N:20]1. The catalyst class is: 10. (2) Reactant: C[O:2][C:3]1[C:8]([C:9]2[CH:14]=[CH:13][C:12]([O:15][C:16]3[CH:21]=[CH:20][N:19]=[C:18]([C:22]4[CH:23]=[N:24][N:25]([CH3:27])[CH:26]=4)[CH:17]=3)=[C:11]([CH3:28])[N:10]=2)=[CH:7][N:6]=[C:5]([NH:29][CH2:30][CH2:31][O:32][CH3:33])[N:4]=1.Br. Product: [CH3:33][O:32][CH2:31][CH2:30][NH:29][C:5]1[NH:4][C:3](=[O:2])[C:8]([C:9]2[CH:14]=[CH:13][C:12]([O:15][C:16]3[CH:21]=[CH:20][N:19]=[C:18]([C:22]4[CH:23]=[N:24][N:25]([CH3:27])[CH:26]=4)[CH:17]=3)=[C:11]([CH3:28])[N:10]=2)=[CH:7][N:6]=1. The catalyst class is: 15. (3) Reactant: Cl.[O:2]1[C:8]2[CH:9]=[C:10]([N:13]3[CH2:18][CH2:17][N:16]([C:19](=[O:21])[CH3:20])[CH2:15][CH2:14]3)[CH:11]=[CH:12][C:7]=2[CH2:6][NH:5][CH2:4][CH2:3]1.C(N(CC)C(C)C)(C)C.[C:31]1([CH2:37][S:38](Cl)(=[O:40])=[O:39])[CH:36]=[CH:35][CH:34]=[CH:33][CH:32]=1. Product: [C:31]1([CH2:37][S:38]([N:5]2[CH2:6][C:7]3[CH:12]=[CH:11][C:10]([N:13]4[CH2:14][CH2:15][N:16]([C:19](=[O:21])[CH3:20])[CH2:17][CH2:18]4)=[CH:9][C:8]=3[O:2][CH2:3][CH2:4]2)(=[O:40])=[O:39])[CH:36]=[CH:35][CH:34]=[CH:33][CH:32]=1. The catalyst class is: 4. (4) Product: [Cl:1][C:2]1[CH:7]=[CH:6][C:5]([N:8]2[CH2:43][CH2:42][N:11]([CH2:12][CH2:13][CH:14]=[C:15]3[C:21]4[CH:22]=[CH:23][CH:24]=[N:25][C:20]=4[CH2:19][O:18][C:17]4[CH:26]=[CH:27][C:28]([C:30]([OH:33])([CH3:31])[CH3:32])=[CH:29][C:16]3=4)[CH2:10][CH:9]2[C:34]#[N:36])=[CH:4][CH:3]=1. Reactant: [Cl:1][C:2]1[CH:7]=[CH:6][C:5]([NH:8][CH2:9][CH2:10][NH:11][CH2:12][CH2:13][CH:14]=[C:15]2[C:21]3[CH:22]=[CH:23][CH:24]=[N:25][C:20]=3[CH2:19][O:18][C:17]3[CH:26]=[CH:27][C:28]([C:30]([OH:33])([CH3:32])[CH3:31])=[CH:29][C:16]2=3)=[CH:4][CH:3]=1.[CH2:34]([N:36](CC)CC)C.Br[CH:42](CBr)[C:43]#N. The catalyst class is: 11. (5) Reactant: [C:1]([C:3]1[S:4][C:5]2[C:11]([C:12]#[N:13])=[C:10](/[N:14]=[CH:15]/[N:16](C)C)[CH:9]=[CH:8][C:6]=2[N:7]=1)#[N:2].N[C:20]1[CH:21]=[CH:22][C:23]([O:27][CH3:28])=[C:24]([OH:26])[CH:25]=1.[K+].[Br-]. Product: [OH:26][C:24]1[CH:25]=[C:20]([NH:13][C:12]2[C:11]3[C:10](=[CH:9][CH:8]=[C:6]4[N:7]=[C:3]([C:1]#[N:2])[S:4][C:5]4=3)[N:14]=[CH:15][N:16]=2)[CH:21]=[CH:22][C:23]=1[O:27][CH3:28]. The catalyst class is: 25. (6) Reactant: [C:1]([O:5][C:6]([N:8]1[CH2:13][CH2:12][NH:11][CH2:10][CH2:9]1)=[O:7])([CH3:4])([CH3:3])[CH3:2].[Cl:14][C:15]1[N:20]=[C:19](Cl)[C:18]([NH2:22])=[CH:17][N:16]=1.C(N(CC)CC)C. Product: [C:1]([O:5][C:6]([N:8]1[CH2:13][CH2:12][N:11]([C:17]2[C:18]([NH2:22])=[CH:19][N:20]=[C:15]([Cl:14])[N:16]=2)[CH2:10][CH2:9]1)=[O:7])([CH3:4])([CH3:2])[CH3:3]. The catalyst class is: 16.